From a dataset of Peptide-MHC class I binding affinity with 185,985 pairs from IEDB/IMGT. Regression. Given a peptide amino acid sequence and an MHC pseudo amino acid sequence, predict their binding affinity value. This is MHC class I binding data. (1) The peptide sequence is LLDPLYFEV. The MHC is HLA-A02:01 with pseudo-sequence HLA-A02:01. The binding affinity (normalized) is 0.857. (2) The peptide sequence is TAMAFHLTTR. The MHC is HLA-A68:01 with pseudo-sequence HLA-A68:01. The binding affinity (normalized) is 0.802. (3) The binding affinity (normalized) is 0.0847. The peptide sequence is ALAGNHWHV. The MHC is HLA-B07:02 with pseudo-sequence HLA-B07:02.